This data is from NCI-60 drug combinations with 297,098 pairs across 59 cell lines. The task is: Regression. Given two drug SMILES strings and cell line genomic features, predict the synergy score measuring deviation from expected non-interaction effect. (1) Drug 1: CC1CCC2CC(C(=CC=CC=CC(CC(C(=O)C(C(C(=CC(C(=O)CC(OC(=O)C3CCCCN3C(=O)C(=O)C1(O2)O)C(C)CC4CCC(C(C4)OC)O)C)C)O)OC)C)C)C)OC. Drug 2: CN(CCCl)CCCl.Cl. Cell line: SW-620. Synergy scores: CSS=33.6, Synergy_ZIP=-11.2, Synergy_Bliss=-3.14, Synergy_Loewe=-2.41, Synergy_HSA=-1.37. (2) Cell line: NCI/ADR-RES. Drug 1: C(=O)(N)NO. Drug 2: CC1=C(C(=O)C2=C(C1=O)N3CC4C(C3(C2COC(=O)N)OC)N4)N. Synergy scores: CSS=13.1, Synergy_ZIP=-6.59, Synergy_Bliss=0.979, Synergy_Loewe=-15.0, Synergy_HSA=0.567. (3) Drug 1: COC1=CC(=CC(=C1O)OC)C2C3C(COC3=O)C(C4=CC5=C(C=C24)OCO5)OC6C(C(C7C(O6)COC(O7)C8=CC=CS8)O)O. Drug 2: CC=C1C(=O)NC(C(=O)OC2CC(=O)NC(C(=O)NC(CSSCCC=C2)C(=O)N1)C(C)C)C(C)C. Cell line: PC-3. Synergy scores: CSS=42.2, Synergy_ZIP=-1.24, Synergy_Bliss=1.51, Synergy_Loewe=2.84, Synergy_HSA=3.88.